From a dataset of Full USPTO retrosynthesis dataset with 1.9M reactions from patents (1976-2016). Predict the reactants needed to synthesize the given product. (1) Given the product [CH3:1][O:2][C:3]1[CH:4]=[C:5]2[C:10](=[CH:11][C:12]=1[O:13][CH3:14])[N:9]=[CH:8][N:7]=[C:6]2[O:15][C:16]1[CH:22]=[CH:21][C:19]([NH:20][C:24](=[O:26])[O:40][CH:37]([CH2:38][CH3:39])[CH2:36][CH3:35])=[CH:18][CH:17]=1, predict the reactants needed to synthesize it. The reactants are: [CH3:1][O:2][C:3]1[CH:4]=[C:5]2[C:10](=[CH:11][C:12]=1[O:13][CH3:14])[N:9]=[CH:8][N:7]=[C:6]2[O:15][C:16]1[CH:22]=[CH:21][C:19]([NH2:20])=[CH:18][CH:17]=1.Cl[C:24](Cl)([O:26]C(=O)OC(Cl)(Cl)Cl)Cl.[CH3:35][CH2:36][CH:37]([OH:40])[CH2:38][CH3:39].C(=O)(O)[O-].[Na+]. (2) Given the product [C:1]([NH:5][C:6]1[N:11]=[C:10]([S:12]([CH3:13])=[O:25])[C:9]([C:14]([NH2:16])=[O:15])=[CH:8][N:7]=1)([CH3:4])([CH3:2])[CH3:3], predict the reactants needed to synthesize it. The reactants are: [C:1]([NH:5][C:6]1[N:11]=[C:10]([S:12][CH3:13])[C:9]([C:14]([NH2:16])=[O:15])=[CH:8][N:7]=1)([CH3:4])([CH3:3])[CH3:2].C1(C2[O:25]N2S(C2C=CC=CC=2)(=O)=O)C=CC=CC=1.C(OCC)(=O)C. (3) The reactants are: Cl.[NH2:2][OH:3].O.O.O.C([O-])(=O)C.[Na+].[OH:12][C:13]1[CH:18]=[C:17]([CH3:19])[CH:16]=[C:15]([OH:20])[C:14]=1[C:21](=O)[CH3:22]. Given the product [OH:12][C:13]1[CH:18]=[C:17]([CH3:19])[CH:16]=[C:15]([OH:20])[C:14]=1[C:21](=[N:2][OH:3])[CH3:22], predict the reactants needed to synthesize it. (4) Given the product [F:35][C@H:23]1[C@@H:22]([O:21][C:17]2[N:18]=[CH:19][N:20]=[C:15]([N:1]3[C:9]4[C:4](=[N:5][C:6]([C:10]([O:12][CH3:13])=[O:11])=[CH:7][CH:8]=4)[CH2:3][CH2:2]3)[CH:16]=2)[CH2:27][CH2:26][N:25]([C:28]([O:30][C:31]2([CH3:34])[CH2:33][CH2:32]2)=[O:29])[CH2:24]1, predict the reactants needed to synthesize it. The reactants are: [NH:1]1[C:9]2[C:4](=[N:5][C:6]([C:10]([O:12][CH3:13])=[O:11])=[CH:7][CH:8]=2)[CH2:3][CH2:2]1.Cl[C:15]1[N:20]=[CH:19][N:18]=[C:17]([O:21][C@H:22]2[CH2:27][CH2:26][N:25]([C:28]([O:30][C:31]3([CH3:34])[CH2:33][CH2:32]3)=[O:29])[CH2:24][C@H:23]2[F:35])[CH:16]=1.C(=O)([O-])[O-].[Cs+].[Cs+]. (5) Given the product [CH3:28][C:10]1[C:11]2[C:12](=[N:13][CH:14]=[C:15]([C:17]3[CH:18]=[C:19]([NH:23][C:24](=[O:27])[CH:25]=[CH2:26])[CH:20]=[CH:21][CH:22]=3)[CH:16]=2)[NH:8][N:9]=1, predict the reactants needed to synthesize it. The reactants are: COC1C=CC(C[N:8]2[C:12]3=[N:13][CH:14]=[C:15]([C:17]4[CH:18]=[C:19]([NH:23][C:24](=[O:27])[CH:25]=[CH2:26])[CH:20]=[CH:21][CH:22]=4)[CH:16]=[C:11]3[C:10]([CH3:28])=[N:9]2)=CC=1.FC(F)(F)C(O)=O. (6) Given the product [CH2:33]([C:25]1[N:24]([C:13]2[N:12]=[C:11]3[C:16]([N:17]=[C:9]([CH2:8][N:2]4[CH2:3][C@@H:4]5[CH2:7][C@H:1]4[CH2:6][N:5]5[CH:38]4[CH2:39][O:36][CH2:37]4)[N:10]3[CH3:35])=[C:15]([N:18]3[CH2:23][CH2:22][O:21][CH2:20][CH2:19]3)[N:14]=2)[C:28]2[CH:29]=[CH:30][CH:31]=[CH:32][C:27]=2[N:26]=1)[CH3:34], predict the reactants needed to synthesize it. The reactants are: [C@H:1]12[CH2:7][C@H:4]([NH:5][CH2:6]1)[CH2:3][N:2]2[CH2:8][C:9]1[N:10]([CH3:35])[C:11]2[C:16]([N:17]=1)=[C:15]([N:18]1[CH2:23][CH2:22][O:21][CH2:20][CH2:19]1)[N:14]=[C:13]([N:24]1[C:28]3[CH:29]=[CH:30][CH:31]=[CH:32][C:27]=3[N:26]=[C:25]1[CH2:33][CH3:34])[N:12]=2.[O:36]1[CH2:39][C:38](=O)[CH2:37]1.C(O[BH-](OC(=O)C)OC(=O)C)(=O)C.[Na+]. (7) Given the product [N:30]1([CH2:29][N:21]([C:22]2[CH:27]=[CH:26][CH:25]=[CH:24][CH:23]=2)[C:19]([CH:15]2[CH2:16][CH2:17][CH2:18][N:14]2[S:11]([C:6]2[CH:7]=[CH:8][C:9]([CH3:10])=[C:4]([Cl:3])[CH:5]=2)(=[O:13])=[O:12])=[O:20])[C:34]2[CH:35]=[CH:36][CH:37]=[CH:38][C:33]=2[N:32]=[N:31]1, predict the reactants needed to synthesize it. The reactants are: [H-].[Na+].[Cl:3][C:4]1[CH:5]=[C:6]([S:11]([N:14]2[CH2:18][CH2:17][CH2:16][CH:15]2[C:19]([NH:21][C:22]2[CH:27]=[CH:26][CH:25]=[CH:24][CH:23]=2)=[O:20])(=[O:13])=[O:12])[CH:7]=[CH:8][C:9]=1[CH3:10].Cl[CH2:29][N:30]1[C:34]2[CH:35]=[CH:36][CH:37]=[CH:38][C:33]=2[N:32]=[N:31]1.